From a dataset of Full USPTO retrosynthesis dataset with 1.9M reactions from patents (1976-2016). Predict the reactants needed to synthesize the given product. Given the product [C:1]([C:4]1[CH:9]=[CH:8][CH:7]=[CH:6][C:5]=1[CH:10]1[CH2:15][CH2:14][CH2:13][N:12]([C:16]([O:18][C:19]([CH3:22])([CH3:21])[CH3:20])=[O:17])[CH2:11]1)#[N:2], predict the reactants needed to synthesize it. The reactants are: [C:1]([C:4]1[CH:9]=[CH:8][CH:7]=[CH:6][C:5]=1[CH:10]1[CH2:15][CH2:14][CH2:13][N:12]([C:16]([O:18][C:19]([CH3:22])([CH3:21])[CH3:20])=[O:17])[CH2:11]1)(=O)[NH2:2].C(N(CC)CC)C.FC(F)(F)C(OC(=O)C(F)(F)F)=O.